This data is from Catalyst prediction with 721,799 reactions and 888 catalyst types from USPTO. The task is: Predict which catalyst facilitates the given reaction. (1) Reactant: [Br:1][C:2]1[S:3][CH:4]=[CH:5][CH:6]=1.Cl[C:8](=[O:14])[C:9]([O:11][CH2:12][CH3:13])=[O:10].[Cl-].[Cl-].[Cl-].[Al+3]. Product: [Br:1][C:2]1[S:3][C:4]([C:8](=[O:14])[C:9]([O:11][CH2:12][CH3:13])=[O:10])=[CH:5][CH:6]=1. The catalyst class is: 4. (2) Reactant: [OH:1][C:2]1[C:7]([C:8]#[N:9])=[CH:6][CH:5]=[CH:4][C:3]=1[C:10]1[CH:15]=[CH:14][C:13]([O:16][CH2:17][C:18]2[CH:27]=[CH:26][C:25]3[C:20](=[CH:21][CH:22]=[CH:23][CH:24]=3)[N:19]=2)=[CH:12][CH:11]=1.[F:28][C:29]([F:42])([F:41])[S:30](O[S:30]([C:29]([F:42])([F:41])[F:28])(=[O:32])=[O:31])(=[O:32])=[O:31]. Product: [C:8]([C:7]1[C:2]([O:1][S:30]([C:29]([F:42])([F:41])[F:28])(=[O:32])=[O:31])=[C:3]([C:10]2[CH:11]=[CH:12][C:13]([O:16][CH2:17][C:18]3[CH:27]=[CH:26][C:25]4[C:20](=[CH:21][CH:22]=[CH:23][CH:24]=4)[N:19]=3)=[CH:14][CH:15]=2)[CH:4]=[CH:5][CH:6]=1)#[N:9]. The catalyst class is: 383. (3) Reactant: [Br:1][C:2]1[CH:3]=[C:4]2[C:8](=[CH:9][CH:10]=1)[NH:7][C:6](=[O:11])[C:5]2=[O:12].C(N=P1(N(CC)CC)N(C)CCCN1C)(C)(C)C.[CH3:31][C:32]1[CH:39]=[CH:38][CH:37]=[CH:36][C:33]=1[CH2:34]Br.C(Cl)Cl. Product: [Br:1][C:2]1[CH:3]=[C:4]2[C:8](=[CH:9][CH:10]=1)[N:7]([CH2:31][C:32]1[CH:39]=[CH:38][CH:37]=[CH:36][C:33]=1[CH3:34])[C:6](=[O:11])[C:5]2=[O:12]. The catalyst class is: 10.